From a dataset of Forward reaction prediction with 1.9M reactions from USPTO patents (1976-2016). Predict the product of the given reaction. The product is: [CH3:2][O:27][C:26](=[O:28])[C@H:22]([CH:23]([CH3:24])[CH3:25])[NH:21][C:19](=[O:20])[C@H:14]([C@H:15]([CH2:17][CH3:18])[CH3:16])[NH2:13]. Given the reactants O.[C:2]1(C)C=CC(S(O)(=O)=O)=CC=1.[NH2:13][C@H:14]([C:19]([NH:21][C@H:22]([C:26]([OH:28])=[O:27])[CH:23]([CH3:25])[CH3:24])=[O:20])[C@H:15]([CH2:17][CH3:18])[CH3:16], predict the reaction product.